From a dataset of Catalyst prediction with 721,799 reactions and 888 catalyst types from USPTO. Predict which catalyst facilitates the given reaction. (1) Reactant: [F:1][C:2]1[CH:7]=[CH:6][C:5]([NH:8][C@@H:9]([C:43]2[CH:57]=[CH:56][C:46]([O:47][CH2:48][C:49]([O:51][C:52]([CH3:55])([CH3:54])[CH3:53])=[O:50])=[CH:45][CH:44]=2)[C@@H:10]([S:25][CH2:26][C:27]2([C:35]3[CH:40]=[CH:39][C:38]([O:41][CH3:42])=[CH:37][CH:36]=3)[O:32][CH2:31][C:30]([CH3:34])([CH3:33])[CH2:29][O:28]2)[C:11](=[O:24])N2[C@@H](C3C=CC=CC=3)COC2=O)=[CH:4][CH:3]=1.C/C(/O[Si](C)(C)C)=N\[Si](C)(C)C.[F-].C([N+](CCCC)(CCCC)CCCC)CCC. Product: [F:1][C:2]1[CH:3]=[CH:4][C:5]([N:8]2[C:11](=[O:24])[C@H:10]([S:25][CH2:26][C:27]3([C:35]4[CH:36]=[CH:37][C:38]([O:41][CH3:42])=[CH:39][CH:40]=4)[O:28][CH2:29][C:30]([CH3:33])([CH3:34])[CH2:31][O:32]3)[C@H:9]2[C:43]2[CH:44]=[CH:45][C:46]([O:47][CH2:48][C:49]([O:51][C:52]([CH3:53])([CH3:54])[CH3:55])=[O:50])=[CH:56][CH:57]=2)=[CH:6][CH:7]=1. The catalyst class is: 11. (2) Reactant: Cl[C:2]1[N:6]2[N:7]=[C:8]([C:11]3[CH:16]=[CH:15][C:14]([F:17])=[CH:13][CH:12]=3)[CH:9]=[CH:10][C:5]2=[N:4][N:3]=1.[N:18]1([CH2:24][CH2:25][NH:26][C:27]([NH:29][C:30]2[S:31][C:32]3[CH:38]=[C:37]([SH:39])[CH:36]=[CH:35][C:33]=3[N:34]=2)=[O:28])[CH2:23][CH2:22][O:21][CH2:20][CH2:19]1.[BH4-].[Na+]. Product: [F:17][C:14]1[CH:15]=[CH:16][C:11]([C:8]2[CH:9]=[CH:10][C:5]3[N:6]([C:2]([S:39][C:37]4[CH:36]=[CH:35][C:33]5[N:34]=[C:30]([NH:29][C:27]([NH:26][CH2:25][CH2:24][N:18]6[CH2:23][CH2:22][O:21][CH2:20][CH2:19]6)=[O:28])[S:31][C:32]=5[CH:38]=4)=[N:3][N:4]=3)[N:7]=2)=[CH:12][CH:13]=1. The catalyst class is: 66. (3) Reactant: Cl[C:2]1[C:7]2[CH:8]=[CH:9][N:10]([CH3:11])[C:6]=2[CH:5]=[C:4]([Cl:12])[N:3]=1.[OH-:13].[Na+].Cl. Product: [Cl:12][C:4]1[NH:3][C:2](=[O:13])[C:7]2[CH:8]=[CH:9][N:10]([CH3:11])[C:6]=2[CH:5]=1. The catalyst class is: 12.